Dataset: Merck oncology drug combination screen with 23,052 pairs across 39 cell lines. Task: Regression. Given two drug SMILES strings and cell line genomic features, predict the synergy score measuring deviation from expected non-interaction effect. (1) Drug 2: COc1cccc2c1C(=O)c1c(O)c3c(c(O)c1C2=O)CC(O)(C(=O)CO)CC3OC1CC(N)C(O)C(C)O1. Cell line: A2058. Synergy scores: synergy=1.01. Drug 1: CN1C(=O)C=CC2(C)C3CCC4(C)C(NC(=O)OCC(F)(F)F)CCC4C3CCC12. (2) Drug 1: C=CCn1c(=O)c2cnc(Nc3ccc(N4CCN(C)CC4)cc3)nc2n1-c1cccc(C(C)(C)O)n1. Drug 2: Cc1nc(Nc2ncc(C(=O)Nc3c(C)cccc3Cl)s2)cc(N2CCN(CCO)CC2)n1. Cell line: A427. Synergy scores: synergy=35.9. (3) Drug 1: N.N.O=C(O)C1(C(=O)O)CCC1.[Pt]. Cell line: UWB1289BRCA1. Drug 2: COC1=C2CC(C)CC(OC)C(O)C(C)C=C(C)C(OC(N)=O)C(OC)C=CC=C(C)C(=O)NC(=CC1=O)C2=O. Synergy scores: synergy=-25.4. (4) Drug 1: O=P1(N(CCCl)CCCl)NCCCO1. Drug 2: CS(=O)(=O)CCNCc1ccc(-c2ccc3ncnc(Nc4ccc(OCc5cccc(F)c5)c(Cl)c4)c3c2)o1. Cell line: UACC62. Synergy scores: synergy=-16.4. (5) Drug 1: CN1C(=O)C=CC2(C)C3CCC4(C)C(NC(=O)OCC(F)(F)F)CCC4C3CCC12. Drug 2: COc1cc(C2c3cc4c(cc3C(OC3OC5COC(C)OC5C(O)C3O)C3COC(=O)C23)OCO4)cc(OC)c1O. Cell line: NCIH520. Synergy scores: synergy=-1.68.